From a dataset of Full USPTO retrosynthesis dataset with 1.9M reactions from patents (1976-2016). Predict the reactants needed to synthesize the given product. The reactants are: [Cl:1][C:2]1[C:7]([F:8])=[CH:6][C:5]([C:9]2[N:10]=[C:11]([N:18]3[CH2:23][CH2:22][CH:21]([CH2:24][CH2:25][CH2:26][C:27]([O:29]CC)=[O:28])[CH2:20][CH2:19]3)[C:12]3[CH2:17][CH2:16][CH2:15][C:13]=3[N:14]=2)=[C:4]([F:32])[CH:3]=1.[OH-].[Na+].Cl.Cl.CCOC(C)=O. Given the product [ClH:1].[Cl:1][C:2]1[C:7]([F:8])=[CH:6][C:5]([C:9]2[N:10]=[C:11]([N:18]3[CH2:19][CH2:20][CH:21]([CH2:24][CH2:25][CH2:26][C:27]([OH:29])=[O:28])[CH2:22][CH2:23]3)[C:12]3[CH2:17][CH2:16][CH2:15][C:13]=3[N:14]=2)=[C:4]([F:32])[CH:3]=1, predict the reactants needed to synthesize it.